Dataset: Reaction yield outcomes from USPTO patents with 853,638 reactions. Task: Predict the reaction yield, written as a fraction of the theoretical maximum amount of product (1.0 means a 100% yield; for example, 0.34 means a 34% yield). (1) The reactants are [Cl:1][C:2]1[CH:28]=[C:27]([F:29])[CH:26]=[CH:25][C:3]=1[CH2:4][NH:5][C:6]1[S:7][C:8](=[CH:12][C:13]2[N:14]=[C:15]3[C:20](=[CH:21][CH:22]=2)[N:19]=[CH:18][C:17](C#N)=[CH:16]3)[C:9](=[O:11])[N:10]=1.C(O[Na])(C)=O.[CH:35]([O:38]C1C=CN=C2C=1N=C(C=O)C=C2)([CH3:37])[CH3:36]. The catalyst is CC(O)=O. The product is [Cl:1][C:2]1[CH:28]=[C:27]([F:29])[CH:26]=[CH:25][C:3]=1[CH2:4][NH:5][C:6]1[S:7][C:8](=[CH:12][C:13]2[CH:22]=[CH:21][C:20]3[C:15](=[C:16]([O:38][CH:35]([CH3:37])[CH3:36])[CH:17]=[CH:18][N:19]=3)[N:14]=2)[C:9](=[O:11])[N:10]=1. The yield is 0.595. (2) The reactants are [P:1]([O:13][CH2:14][CH2:15][N:16]([CH2:21][CH2:22][CH2:23][O:24][C:25]1[CH:34]=[C:33]2[C:28]([C:29]([NH:35][C:36]3[CH:40]=[C:39]([CH2:41][C:42]([NH:44][C:45]4[CH:50]=[CH:49][CH:48]=[C:47]([F:51])[CH:46]=4)=[O:43])[NH:38][N:37]=3)=[N:30][CH:31]=[N:32]2)=[CH:27][CH:26]=1)[CH2:17][CH2:18][O:19][CH3:20])([O:8]C(C)(C)C)([O:3]C(C)(C)C)=[O:2].O1CCOCC1.Cl. The catalyst is O1CCOCC1. The product is [P:1]([OH:8])([OH:3])([O:13][CH2:14][CH2:15][N:16]([CH2:21][CH2:22][CH2:23][O:24][C:25]1[CH:34]=[C:33]2[C:28]([C:29]([NH:35][C:36]3[CH:40]=[C:39]([CH2:41][C:42]([NH:44][C:45]4[CH:50]=[CH:49][CH:48]=[C:47]([F:51])[CH:46]=4)=[O:43])[NH:38][N:37]=3)=[N:30][CH:31]=[N:32]2)=[CH:27][CH:26]=1)[CH2:17][CH2:18][O:19][CH3:20])=[O:2]. The yield is 0.850. (3) The reactants are [Cl:1][C:2]1[CH:3]=[C:4]([N+:12]([O-:14])=[O:13])[C:5]([CH3:11])=[C:6]([CH:10]=1)[C:7]([OH:9])=[O:8].OS(O)(=O)=O.[CH3:20]O. No catalyst specified. The product is [Cl:1][C:2]1[CH:3]=[C:4]([N+:12]([O-:14])=[O:13])[C:5]([CH3:11])=[C:6]([CH:10]=1)[C:7]([O:9][CH3:20])=[O:8]. The yield is 0.350. (4) The reactants are O1CCCCC1ONC(C1(S(C2C=CC(C3C=CC(CCC(F)(F)C)=CC=3)=CC=2)(=O)=O)CCN(C2CC2)CC1)=O.CCOC(C)=O.O1CCCCC1[O:53][NH:54][C:55]([C:57]1([S:63]([C:66]2[CH:71]=[CH:70][C:69]([C:72]3[CH:77]=[N:76][C:75]([CH2:78][CH2:79][C:80]([F:83])([F:82])[CH3:81])=[CH:74][N:73]=3)=[CH:68][CH:67]=2)(=[O:65])=[O:64])[CH2:62][CH2:61][O:60][CH2:59][CH2:58]1)=[O:56].[ClH:84]. The catalyst is C(O)C.C(OCC)C. The product is [ClH:84].[F:83][C:80]([F:82])([CH3:81])[CH2:79][CH2:78][C:75]1[N:76]=[CH:77][C:72]([C:69]2[CH:70]=[CH:71][C:66]([S:63]([C:57]3([C:55]([NH:54][OH:53])=[O:56])[CH2:58][CH2:59][O:60][CH2:61][CH2:62]3)(=[O:65])=[O:64])=[CH:67][CH:68]=2)=[N:73][CH:74]=1. The yield is 0.870.